Dataset: Reaction yield outcomes from USPTO patents with 853,638 reactions. Task: Predict the reaction yield, written as a fraction of the theoretical maximum amount of product (1.0 means a 100% yield; for example, 0.34 means a 34% yield). (1) The reactants are [Br:1][C:2]1[C:11]([O:12][CH2:13][C:14]#[N:15])=[CH:10][CH:9]=[C:8]2[C:3]=1[CH:4]=[CH:5][C:6]([CH2:16][NH:17][C:18]([C:20]1[CH:21]=[N:22][N:23]([C:28]3[CH:33]=[CH:32][CH:31]=[CH:30][CH:29]=3)[C:24]=1[CH2:25][CH2:26][CH3:27])=[O:19])=[CH:7]2.[N-:34]=[N+:35]=[N-:36].[Na+].[Cl-].[NH4+].CN(C=O)C. The catalyst is O. The product is [Br:1][C:2]1[C:11]([O:12][CH2:13][C:14]2[NH:36][N:35]=[N:34][N:15]=2)=[CH:10][CH:9]=[C:8]2[C:3]=1[CH:4]=[CH:5][C:6]([CH2:16][NH:17][C:18]([C:20]1[CH:21]=[N:22][N:23]([C:28]3[CH:29]=[CH:30][CH:31]=[CH:32][CH:33]=3)[C:24]=1[CH2:25][CH2:26][CH3:27])=[O:19])=[CH:7]2. The yield is 0.650. (2) The reactants are [F:1][C:2]([F:14])([CH:10]([OH:13])[CH2:11][CH3:12])[C:3]([O:5][C:6]([CH3:9])([CH3:8])[CH3:7])=[O:4].C(Cl)(Cl)Cl.[C:19](Cl)(=[O:23])[C:20]([CH3:22])=[CH2:21].C(N(CC)CC)C. The catalyst is O. The product is [C:19]([O:13][CH:10]([CH2:11][CH3:12])[C:2]([C:3]([O:5][C:6]([CH3:7])([CH3:9])[CH3:8])=[O:4])([F:14])[F:1])(=[O:23])[C:20]([CH3:22])=[CH2:21]. The yield is 0.580.